Dataset: hERG potassium channel inhibition data for cardiac toxicity prediction from Karim et al.. Task: Regression/Classification. Given a drug SMILES string, predict its toxicity properties. Task type varies by dataset: regression for continuous values (e.g., LD50, hERG inhibition percentage) or binary classification for toxic/non-toxic outcomes (e.g., AMES mutagenicity, cardiotoxicity, hepatotoxicity). Dataset: herg_karim. The result is 1 (blocker). The molecule is Cc1cccc(CCN2C(=O)c3ccccc3C2C(=O)NCc2ccc(OC(F)(F)F)cc2)n1.